The task is: Predict the product of the given reaction.. This data is from Forward reaction prediction with 1.9M reactions from USPTO patents (1976-2016). (1) Given the reactants [NH:1]1[CH2:6][CH2:5][O:4][CH2:3][CH2:2]1.Cl.C(N=C=NCCCN(C)C)C.[CH3:19][O:20][C:21]1[C:22](=[O:49])[C:23]([CH3:48])=[C:24]([CH2:30][C:31]2[CH:39]=[CH:38][C:34]([C:35](O)=[O:36])=[C:33]([O:40][CH2:41][C:42]3[CH:47]=[CH:46][CH:45]=[CH:44][CH:43]=3)[CH:32]=2)[C:25](=[O:29])[C:26]=1[O:27][CH3:28], predict the reaction product. The product is: [CH3:19][O:20][C:21]1[C:22](=[O:49])[C:23]([CH3:48])=[C:24]([CH2:30][C:31]2[CH:39]=[CH:38][C:34]([C:35]([N:1]3[CH2:6][CH2:5][O:4][CH2:3][CH2:2]3)=[O:36])=[C:33]([O:40][CH2:41][C:42]3[CH:43]=[CH:44][CH:45]=[CH:46][CH:47]=3)[CH:32]=2)[C:25](=[O:29])[C:26]=1[O:27][CH3:28]. (2) Given the reactants [NH2:1][C:2]1[CH:3]=[C:4]([CH:8]=[C:9]([NH:11][S:12]([CH3:15])(=[O:14])=[O:13])[CH:10]=1)[C:5]([NH2:7])=[O:6].Cl[C:17]1[CH:22]=[C:21]([O:23][C:24]2[CH:25]=[C:26]([CH3:37])[C:27]([CH3:36])=[N:28][C:29]=2[C:30]2[CH:35]=[CH:34][CH:33]=[CH:32][N:31]=2)[CH:20]=[CH:19][N:18]=1, predict the reaction product. The product is: [CH3:37][C:26]1[CH:25]=[C:24]([O:23][C:21]2[CH:20]=[CH:19][N:18]=[C:17]([NH:1][C:2]3[CH:3]=[C:4]([CH:8]=[C:9]([NH:11][S:12]([CH3:15])(=[O:14])=[O:13])[CH:10]=3)[C:5]([NH2:7])=[O:6])[CH:22]=2)[C:29]([C:30]2[CH:35]=[CH:34][CH:33]=[CH:32][N:31]=2)=[N:28][C:27]=1[CH3:36]. (3) Given the reactants [C:1]1([CH:7]([C:25]2[CH:30]=[CH:29][CH:28]=[CH:27][CH:26]=2)[CH2:8][NH:9][CH2:10][C@@H:11]([CH3:24])[CH2:12][O:13][C:14]2[CH:15]=[C:16]([CH2:20][C:21]([OH:23])=[O:22])[CH:17]=[CH:18][CH:19]=2)[CH:6]=[CH:5][CH:4]=[CH:3][CH:2]=1.[F:31][C:32]1[CH:33]=[C:34]([CH:37]=[CH:38][C:39]=1[O:40][CH3:41])[CH:35]=O.COC(=O)CC1C=CC=C(OCC[C@H](NCC(C2C=CC=CC=2)C2C=CC=CC=2)C)C=1.[Cl:73]C1C(C(F)(F)F)=CC=CC=1C=O.Cl.CCOCC, predict the reaction product. The product is: [ClH:73].[F:31][C:32]1[CH:33]=[C:34]([CH:37]=[CH:38][C:39]=1[O:40][CH3:41])[CH2:35][N:9]([CH2:8][CH:7]([C:1]1[CH:2]=[CH:3][CH:4]=[CH:5][CH:6]=1)[C:25]1[CH:26]=[CH:27][CH:28]=[CH:29][CH:30]=1)[CH2:10][C@@H:11]([CH3:24])[CH2:12][O:13][C:14]1[CH:15]=[C:16]([CH2:20][C:21]([OH:23])=[O:22])[CH:17]=[CH:18][CH:19]=1.